This data is from Full USPTO retrosynthesis dataset with 1.9M reactions from patents (1976-2016). The task is: Predict the reactants needed to synthesize the given product. (1) The reactants are: C(OC(=O)[NH:7][C@H:8]([C:16](=[O:56])[NH:17][C@H:18]([C:23]([N:25]1[C@H:36]([C:37](=[O:55])[NH:38][C@:39]2([C:44]([NH:46][S:47]([N:50]3[CH2:54][CH2:53][CH2:52][CH2:51]3)(=[O:49])=[O:48])=[O:45])[CH2:41][C@H:40]2[CH:42]=[CH2:43])[CH2:35][C@:27]2([C:32]([CH3:34])([CH3:33])[C:28]32[CH2:31][CH2:30][CH2:29]3)[CH2:26]1)=[O:24])[C:19]([CH3:22])([CH3:21])[CH3:20])[C:9]1([CH3:15])[CH2:14][CH2:13][CH2:12][CH2:11][CH2:10]1)(C)(C)C.Cl. Given the product [N:50]1([S:47]([NH:46][C:44]([C@@:39]2([NH:38][C:37]([C@@H:36]3[CH2:35][C@:27]4([C:32]([CH3:33])([CH3:34])[C:28]54[CH2:31][CH2:30][CH2:29]5)[CH2:26][N:25]3[C:23](=[O:24])[C@@H:18]([NH:17][C:16](=[O:56])[C@@H:8]([NH2:7])[C:9]3([CH3:15])[CH2:14][CH2:13][CH2:12][CH2:11][CH2:10]3)[C:19]([CH3:22])([CH3:21])[CH3:20])=[O:55])[CH2:41][C@H:40]2[CH:42]=[CH2:43])=[O:45])(=[O:49])=[O:48])[CH2:54][CH2:53][CH2:52][CH2:51]1, predict the reactants needed to synthesize it. (2) Given the product [CH:43]12[CH2:46][CH2:47][CH:39]([CH2:45][CH2:44]1)[CH2:40][N:41]([CH2:48][CH2:49][O:1][C:2]1[CH:38]=[CH:37][C:5]([CH2:6][N:8]([CH:34]([CH3:35])[CH3:36])[C:9]3[CH:14]=[C:13]([O:15][CH3:16])[CH:12]=[CH:11][C:10]=3[CH:17]3[CH2:26][CH2:25][C:24]4[CH:23]=[C:22]([OH:27])[CH:21]=[CH:20][C:19]=4[CH2:18]3)=[CH:4][CH:3]=1)[CH2:42]2, predict the reactants needed to synthesize it. The reactants are: [OH:1][C:2]1[CH:38]=[CH:37][C:5]([C:6]([N:8]([CH:34]([CH3:36])[CH3:35])[C:9]2[CH:14]=[C:13]([O:15][CH3:16])[CH:12]=[CH:11][C:10]=2[CH:17]2[CH2:26][CH2:25][C:24]3[CH:23]=[C:22]([O:27]C(=O)C(C)(C)C)[CH:21]=[CH:20][C:19]=3[CH2:18]2)=O)=[CH:4][CH:3]=1.[CH:39]12[CH2:47][CH2:46][CH:43]([CH2:44][CH2:45]1)[CH2:42][N:41]([C:48](=O)[CH2:49]Cl)[CH2:40]2. (3) Given the product [NH2:1][CH:2]1[CH2:7][CH2:6][CH:5]([C:8]([O:10][CH2:15][CH3:16])=[O:9])[CH2:4][CH2:3]1, predict the reactants needed to synthesize it. The reactants are: [NH2:1][CH:2]1[CH2:7][CH2:6][CH:5]([C:8]([OH:10])=[O:9])[CH2:4][CH2:3]1.S(Cl)(Cl)=O.[CH3:15][CH2:16]O. (4) Given the product [NH2:1][C:2]1[CH:14]=[CH:13][C:12]([Br:15])=[CH:11][C:3]=1[C:4]([N:6]([CH3:7])[CH3:9])=[O:5], predict the reactants needed to synthesize it. The reactants are: [NH2:1][C:2]1[CH:14]=[CH:13][C:12]([Br:15])=[CH:11][C:3]=1[C:4]([N:6]([CH2:9]C)[CH2:7]C)=[O:5].CNC. (5) Given the product [Br-:29].[CH2:22]([N+:11]1[CH:12]=[C:13]([CH2:15][OH:16])[CH:14]=[C:9]([C:7]2[CH:6]=[C:5]([CH2:17][O:18][CH2:19][O:20][CH3:21])[CH:4]=[C:3]([O:2][CH3:1])[N:8]=2)[CH:10]=1)[C:23]1[CH:28]=[CH:27][CH:26]=[CH:25][CH:24]=1, predict the reactants needed to synthesize it. The reactants are: [CH3:1][O:2][C:3]1[N:8]=[C:7]([C:9]2[CH:10]=[N:11][CH:12]=[C:13]([CH2:15][OH:16])[CH:14]=2)[CH:6]=[C:5]([CH2:17][O:18][CH2:19][O:20][CH3:21])[CH:4]=1.[CH2:22]([Br:29])[C:23]1[CH:28]=[CH:27][CH:26]=[CH:25][CH:24]=1. (6) Given the product [ClH:1].[Cl:1][C:2]1[CH:3]=[CH:4][C:5]([C:8]2[CH:13]=[CH:12][CH:11]=[CH:10][C:9]=2[C@H:14]([N:30]([CH3:32])[CH3:31])[CH:15]2[CH2:20][CH2:19][N:18]([C:21]3[CH:22]=[CH:23][C:24]([C:25]([NH:74][S:71]([C:68]4[CH:69]=[CH:70][C:65]([NH:64][C@H:55]([CH2:54][CH2:53][N:50]5[CH2:51][CH2:52][O:47][CH2:48][CH2:49]5)[CH2:56][S:57][C:58]5[CH:59]=[CH:60][CH:61]=[CH:62][CH:63]=5)=[C:66]([S:75]([C:78]([F:81])([F:79])[F:80])(=[O:77])=[O:76])[CH:67]=4)(=[O:72])=[O:73])=[O:26])=[CH:28][CH:29]=3)[CH2:17][CH2:16]2)=[CH:6][CH:7]=1, predict the reactants needed to synthesize it. The reactants are: [Cl:1][C:2]1[CH:7]=[CH:6][C:5]([C:8]2[CH:13]=[CH:12][CH:11]=[CH:10][C:9]=2[C@H:14]([N:30]([CH3:32])[CH3:31])[CH:15]2[CH2:20][CH2:19][N:18]([C:21]3[CH:29]=[CH:28][C:24]([C:25]([O-])=[O:26])=[CH:23][CH:22]=3)[CH2:17][CH2:16]2)=[CH:4][CH:3]=1.[Li].C(Cl)CCl.CCN(C(C)C)C(C)C.[O:47]1[CH2:52][CH2:51][N:50]([CH2:53][CH2:54][C@@H:55]([NH:64][C:65]2[CH:70]=[CH:69][C:68]([S:71]([NH2:74])(=[O:73])=[O:72])=[CH:67][C:66]=2[S:75]([C:78]([F:81])([F:80])[F:79])(=[O:77])=[O:76])[CH2:56][S:57][C:58]2[CH:63]=[CH:62][CH:61]=[CH:60][CH:59]=2)[CH2:49][CH2:48]1.Cl. (7) Given the product [CH2:1]([C:8]1[CH:9]=[N:10][C:11]2[C:16]([C:17]=1[C:18]1[CH:19]=[C:20]([NH:24][C:39]3[CH:40]=[CH:41][C:36]([CH2:35][CH2:34][C:32]([OH:33])=[O:31])=[CH:37][CH:38]=3)[CH:21]=[CH:22][CH:23]=1)=[CH:15][CH:14]=[CH:13][C:12]=2[C:25]([F:28])([F:26])[F:27])[C:2]1[CH:3]=[CH:4][CH:5]=[CH:6][CH:7]=1, predict the reactants needed to synthesize it. The reactants are: [CH2:1]([C:8]1[CH:9]=[N:10][C:11]2[C:16]([C:17]=1[C:18]1[CH:19]=[C:20]([NH2:24])[CH:21]=[CH:22][CH:23]=1)=[CH:15][CH:14]=[CH:13][C:12]=2[C:25]([F:28])([F:27])[F:26])[C:2]1[CH:7]=[CH:6][CH:5]=[CH:4][CH:3]=1.C([O:31][C:32]([CH2:34][CH2:35][C:36]1[CH:41]=[CH:40][C:39](B(O)O)=[CH:38][CH:37]=1)=[O:33])C.[OH-].[Na+]. (8) The reactants are: [Si:1]([O:8][C@@H:9]1[C@@:26]2([CH3:27])[C:13](=[CH:14][CH2:15][C@@H:16]3[C@@H:25]2[CH2:24][CH2:23][C@@:21]2([CH3:22])[C@H:17]3[CH2:18][CH2:19][C@@H:20]2[CH2:28][O:29][CH2:30][CH2:31][C:32]([N:34]([CH3:36])[CH3:35])=[O:33])[CH2:12][C@@H:11]([O:37][Si:38]([C:41]([CH3:44])([CH3:43])[CH3:42])([CH3:40])[CH3:39])[CH2:10]1)([C:4]([CH3:7])([CH3:6])[CH3:5])([CH3:3])[CH3:2].Br[N:46]1[C:50](=[O:51])CC[C:47]1=[O:52].[N:53](C(C)(C)C#N)=[N:54]C(C)(C)C#N.CCCCCC. Given the product [C:16]1([N:46]2[C:50](=[O:51])[N:54]=[N:53][C:47]2=[O:52])[CH:17]=[CH:21][CH:23]=[CH:24][CH:25]=1.[Si:1]([O:8][C@@H:9]1[C@@:26]2([CH3:27])[C:13](=[CH:14][CH:15]=[C:16]3[C@@H:25]2[CH2:24][CH2:23][C@@:21]2([CH3:22])[C@H:17]3[CH2:18][CH2:19][C@@H:20]2[CH2:28][O:29][CH2:30][CH2:31][C:32]([N:34]([CH3:35])[CH3:36])=[O:33])[CH2:12][C@@H:11]([O:37][Si:38]([C:41]([CH3:44])([CH3:43])[CH3:42])([CH3:39])[CH3:40])[CH2:10]1)([C:4]([CH3:7])([CH3:6])[CH3:5])([CH3:3])[CH3:2], predict the reactants needed to synthesize it. (9) Given the product [C:25]([C:24]1[C:14]([N:11]2[CH2:12][CH2:13][CH:8]([C:6]([OH:7])=[O:5])[CH2:9][CH2:10]2)=[N:15][C:16]([CH2:27][N:28]2[CH2:32][CH2:31][CH2:30][C:29]2=[O:33])=[C:17]([C:18]([O:20][CH2:21][CH3:22])=[O:19])[CH:23]=1)#[N:26], predict the reactants needed to synthesize it. The reactants are: C([O:5][C:6]([CH:8]1[CH2:13][CH2:12][N:11]([C:14]2[C:24]([C:25]#[N:26])=[CH:23][C:17]([C:18]([O:20][CH2:21][CH3:22])=[O:19])=[C:16]([CH2:27][N:28]3[CH2:32][CH2:31][CH2:30][C:29]3=[O:33])[N:15]=2)[CH2:10][CH2:9]1)=[O:7])(C)(C)C.FC(F)(F)C(O)=O. (10) Given the product [C:26]([O:25][C:23](=[O:24])[N:13]([CH2:12][C:9]1[CH:8]=[CH:7][C:6]2[C:11](=[C:2]([Br:1])[CH:3]=[CH:4][CH:5]=2)[N:10]=1)[CH3:14])([CH3:27])([CH3:28])[CH3:29], predict the reactants needed to synthesize it. The reactants are: [Br:1][C:2]1[CH:3]=[CH:4][CH:5]=[C:6]2[C:11]=1[N:10]=[C:9]([CH2:12][NH:13][CH3:14])[CH:8]=[CH:7]2.[CH3:27][C:26]([O:25][C:23](O[C:23]([O:25][C:26]([CH3:29])([CH3:28])[CH3:27])=[O:24])=[O:24])([CH3:29])[CH3:28].C(N(CC)CC)C.